Dataset: Orexin1 receptor HTS with 218,158 compounds and 233 confirmed actives. Task: Binary Classification. Given a drug SMILES string, predict its activity (active/inactive) in a high-throughput screening assay against a specified biological target. (1) The compound is OCCNc1c2ncccc2c([N+]([O-])=O)cc1. The result is 0 (inactive). (2) The compound is Fc1c(n2ncc3C(NC(=O)CCc4ncccc4)CCCc23)ccc(F)c1. The result is 0 (inactive). (3) The molecule is O=C(NC1CCCCC1)C1CCCN(C1)Cc1nc(oc1C)c1cc(ccc1)C. The result is 0 (inactive). (4) The drug is s1c2n(nc1SCC(=O)c1cc3OCCOc3cc1)c(=O)c(nn2)C(C)(C)C. The result is 0 (inactive). (5) The compound is S(=O)(=O)(N1CCC(Oc2c(C(=O)N(Cc3nc(sc3)C)C)cccc2)CC1)C. The result is 0 (inactive). (6) The drug is O=C(N\N=C\c1ccc(OC)cc1)c1nn(c(n1)c1ccccc1)c1ccccc1. The result is 0 (inactive). (7) The drug is O(c1ccc(N2CCN(CC2)Cc2n(nnn2)Cc2ccc(OC)cc2)cc1)C. The result is 0 (inactive).